Dataset: Peptide-MHC class II binding affinity with 134,281 pairs from IEDB. Task: Regression. Given a peptide amino acid sequence and an MHC pseudo amino acid sequence, predict their binding affinity value. This is MHC class II binding data. (1) The peptide sequence is HDYEGLSYRSLQPET. The MHC is DRB1_1302 with pseudo-sequence DRB1_1302. The binding affinity (normalized) is 0.122. (2) The peptide sequence is KRVVASLMRGLSSRK. The MHC is DRB1_0404 with pseudo-sequence DRB1_0404. The binding affinity (normalized) is 0.714. (3) The peptide sequence is SGMAEATSLDTMTQM. The MHC is DRB1_0101 with pseudo-sequence DRB1_0101. The binding affinity (normalized) is 0.667. (4) The peptide sequence is AFKVAATHANAAPAN. The MHC is DRB1_0802 with pseudo-sequence DRB1_0802. The binding affinity (normalized) is 0.819. (5) The peptide sequence is YDKFLANVSTVLRGK. The binding affinity (normalized) is 0.607. The MHC is DRB1_0404 with pseudo-sequence DRB1_0404. (6) The peptide sequence is TFYGSNPRGAAPDDH. The MHC is DRB1_1201 with pseudo-sequence DRB1_1201. The binding affinity (normalized) is 0. (7) The MHC is DRB3_0202 with pseudo-sequence DRB3_0202. The binding affinity (normalized) is 0. The peptide sequence is VIPEGWKADTCYESK. (8) The peptide sequence is MAFLRSVSCLAAAVF. The MHC is HLA-DPA10201-DPB10101 with pseudo-sequence HLA-DPA10201-DPB10101. The binding affinity (normalized) is 0.121. (9) The peptide sequence is LGMCCIITASILLWY. The MHC is DRB1_0701 with pseudo-sequence DRB1_0701. The binding affinity (normalized) is 0.555. (10) The MHC is DRB1_0301 with pseudo-sequence DRB1_0301. The peptide sequence is HFHELVMKDGRVLVV. The binding affinity (normalized) is 0.